Predict the reaction yield, written as a fraction of the theoretical maximum amount of product (1.0 means a 100% yield; for example, 0.34 means a 34% yield). From a dataset of Reaction yield outcomes from USPTO patents with 853,638 reactions. (1) The catalyst is O1CCOCC1.O.ClCCl.[Pd+2].ClC1C=C[C-](P(C2C=CC=CC=2)C2C=CC=CC=2)C=1Cl.[C-]1(P(C2C=CC=CC=2)C2C=CC=CC=2)C=CC=C1.[Fe+2]. The reactants are Br[C:2]1[CH:7]=[CH:6][C:5]([CH:8]2[CH2:12][O:11][C:10](=[O:13])[O:9]2)=[CH:4][CH:3]=1.[CH3:14][C:15]1([CH3:31])[C:19]([CH3:21])([CH3:20])[O:18][B:17]([B:17]2[O:18][C:19]([CH3:21])([CH3:20])[C:15]([CH3:31])([CH3:14])[O:16]2)[O:16]1.C([O-])(=O)C.[K+]. The yield is 0.630. The product is [CH3:14][C:15]1([CH3:31])[C:19]([CH3:21])([CH3:20])[O:18][B:17]([C:2]2[CH:7]=[CH:6][C:5]([CH:8]3[CH2:12][O:11][C:10](=[O:13])[O:9]3)=[CH:4][CH:3]=2)[O:16]1. (2) The reactants are [NH:1]1[CH2:5][CH2:4][CH2:3][CH2:2]1.C[N:7]1CCCC1=O.Br[CH2:14][CH2:15][CH2:16][C:17]([NH:19][C:20]1[CH:25]=[CH:24][CH:23]=[C:22]([C:26]2[CH:31]=[CH:30][N:29]=[C:28]([NH:32][CH2:33][CH2:34][C:35]3[CH:40]=[CH:39][C:38]([O:41][CH3:42])=[C:37]([O:43][CH3:44])[CH:36]=3)[N:27]=2)[CH:21]=1)=[O:18]. The catalyst is C(OCC)(=O)C. The product is [CH3:44][O:43][C:37]1[CH:36]=[C:35]([CH2:34][CH2:33][NH:32][C:28]2[N:27]=[C:26]([C:22]3[CH:21]=[C:20]([NH:19][C:17](=[O:18])[CH2:16][CH2:15][CH2:14][N:7]4[CH:4]=[CH:3][CH:2]=[N:1][CH2:5]4)[CH:25]=[CH:24][CH:23]=3)[CH:31]=[CH:30][N:29]=2)[CH:40]=[CH:39][C:38]=1[O:41][CH3:42]. The yield is 0.600.